This data is from Catalyst prediction with 721,799 reactions and 888 catalyst types from USPTO. The task is: Predict which catalyst facilitates the given reaction. (1) Reactant: C1C=CC(C(S(CC(O)=O)=O)C2C=CC=CC=2)=CC=1.[C:20]1([C@H:30]([NH2:32])[CH3:31])[C:29]2[C:24](=[CH:25][CH:26]=[CH:27][CH:28]=2)[CH:23]=[CH:22][CH:21]=1.C1([C@@H](N)C)C2C(=CC=CC=2)C=CC=1. The catalyst class is: 21. Product: [C:20]1([CH:30]([NH2:32])[CH3:31])[C:29]2[C:24](=[CH:25][CH:26]=[CH:27][CH:28]=2)[CH:23]=[CH:22][CH:21]=1. (2) Reactant: [NH2:1][C:2]1[C:11]([CH3:12])=[CH:10][C:9]([C:13]([F:16])([F:15])[F:14])=[CH:8][C:3]=1[C:4]([O:6][CH3:7])=[O:5].C(OC(=O)C)(=O)C.C([O-])(=O)C.[K+].[N:29](OCCC(C)C)=O. Product: [F:16][C:13]([F:14])([F:15])[C:9]1[CH:10]=[C:11]2[C:2](=[C:3]([C:4]([O:6][CH3:7])=[O:5])[CH:8]=1)[NH:1][N:29]=[CH:12]2. The catalyst class is: 22.